This data is from Catalyst prediction with 721,799 reactions and 888 catalyst types from USPTO. The task is: Predict which catalyst facilitates the given reaction. (1) Reactant: [CH3:1][O:2][C:3]1[C:8]2[O:9][CH2:10][O:11][C:7]=2[CH:6]=[C:5]([CH:12]([OH:14])[CH3:13])[CH:4]=1. Product: [CH3:1][O:2][C:3]1[C:8]2[O:9][CH2:10][O:11][C:7]=2[CH:6]=[C:5]([C:12](=[O:14])[CH3:13])[CH:4]=1. The catalyst class is: 327. (2) Reactant: [CH2:1]([O:3][C:4](=[O:15])[CH2:5][C:6]1[CH:11]=[CH:10][C:9]([OH:12])=[C:8]([O:13][CH3:14])[CH:7]=1)[CH3:2].[CH3:16][C@H:17](O)[CH2:18][CH3:19].C1C=CC(P(C2C=CC=CC=2)C2C=CC=CC=2)=CC=1. Product: [CH2:1]([O:3][C:4](=[O:15])[CH2:5][C:6]1[CH:11]=[CH:10][C:9]([O:12][C@@H:17]([CH2:18][CH3:19])[CH3:16])=[C:8]([O:13][CH3:14])[CH:7]=1)[CH3:2]. The catalyst class is: 2. (3) Reactant: [C:1]([O:5][C:6](=[O:30])[NH:7][CH:8]1[C:14](=[O:15])[N:13]([CH2:16][CH2:17][O:18][CH2:19][C:20]2[CH:25]=[CH:24][CH:23]=[CH:22][CH:21]=2)[C:12]2[CH:26]=[CH:27][CH:28]=[CH:29][C:11]=2[NH:10][CH2:9]1)([CH3:4])([CH3:3])[CH3:2].[C:31](=[O:34])([O-])[O-:32].[Cs+].[Cs+].FC(F)(F)S(O[CH2:43][C:44]([F:47])([F:46])[F:45])(=O)=O. Product: [F:45][C:44]([F:47])([F:46])[CH2:43][O:32][C:31]([N:10]1[CH2:9][C@H:8]([NH:7][C:6]([O:5][C:1]([CH3:4])([CH3:2])[CH3:3])=[O:30])[C:14](=[O:15])[N:13]([CH2:16][CH2:17][O:18][CH2:19][C:20]2[CH:25]=[CH:24][CH:23]=[CH:22][CH:21]=2)[C:12]2[CH:26]=[CH:27][CH:28]=[CH:29][C:11]1=2)=[O:34]. The catalyst class is: 9. (4) Reactant: [CH:1]([N:4]1[CH:12]=[N:11][C:10]2[C:5]1=[N:6][C:7]([N:27]1[CH2:31][CH2:30][C@H:29]([NH:32]C(=O)OC(C)(C)C)[CH2:28]1)=[N:8][C:9]=2[NH:13][C:14]1[CH:19]=[CH:18][C:17]([N:20]2[CH2:25][CH2:24][N:23]([CH3:26])[CH2:22][CH2:21]2)=[CH:16][CH:15]=1)([CH3:3])[CH3:2].C(O)(C(F)(F)F)=O.O. Product: [NH2:32][C@H:29]1[CH2:30][CH2:31][N:27]([C:7]2[N:6]=[C:5]3[C:10]([N:11]=[CH:12][N:4]3[CH:1]([CH3:3])[CH3:2])=[C:9]([NH:13][C:14]3[CH:15]=[CH:16][C:17]([N:20]4[CH2:25][CH2:24][N:23]([CH3:26])[CH2:22][CH2:21]4)=[CH:18][CH:19]=3)[N:8]=2)[CH2:28]1. The catalyst class is: 2. (5) Reactant: C([BH-](CC)CC)C.[Li+].[Cl:9][C:10]1[CH:11]=[C:12]([C@@H:16]2[C@@H:21]([C:22]3[CH:27]=[CH:26][C:25]([Cl:28])=[CH:24][CH:23]=3)[N:20]([C@@H:29]([CH:35]3[CH2:37][CH2:36]3)[C:30](OCC)=[O:31])[C:19](=[O:38])[CH2:18][O:17]2)[CH:13]=[CH:14][CH:15]=1.ClC1C=C([C@@H]2[C@@H](C3C=CC(Cl)=CC=3)N([C@H](C3CC3)C(OCC)=O)C(=O)CO2)C=CC=1.S([O-])(O[O-])(=O)=O.[K+].[K+].OS([O-])=O.[Na+]. Product: [Cl:9][C:10]1[CH:11]=[C:12]([C@@H:16]2[C@@H:21]([C:22]3[CH:23]=[CH:24][C:25]([Cl:28])=[CH:26][CH:27]=3)[N:20]([C@H:29]([CH:35]3[CH2:36][CH2:37]3)[CH2:30][OH:31])[C:19](=[O:38])[CH2:18][O:17]2)[CH:13]=[CH:14][CH:15]=1. The catalyst class is: 670.